From a dataset of Forward reaction prediction with 1.9M reactions from USPTO patents (1976-2016). Predict the product of the given reaction. (1) The product is: [N+:11]([C:9]1[CH:8]=[CH:7][C:6]2[O:14][CH2:2][C:3](=[O:4])[C:5]=2[CH:10]=1)([O-:13])=[O:12]. Given the reactants Br[CH2:2][C:3]([C:5]1[CH:10]=[C:9]([N+:11]([O-:13])=[O:12])[CH:8]=[CH:7][C:6]=1[OH:14])=[O:4].C(N(CC)CC)C, predict the reaction product. (2) Given the reactants [C:1]1([N:7]=[C:8]=[O:9])[CH:6]=[CH:5][CH:4]=[CH:3][CH:2]=1.C(NC([N:17]1[CH2:22][CH2:21][CH:20]([N:23]2[N:32]=[C:31]([C:33]3[CH:38]=[CH:37][C:36]([O:39][CH2:40][CH3:41])=[C:35]([O:42][CH2:43][CH3:44])[CH:34]=3)[C@@H:30]3[C@@H:25]([CH2:26][CH:27]=[CH:28][CH2:29]3)[C:24]2=[O:45])[CH2:19][CH2:18]1)=O)(C)(C)C, predict the reaction product. The product is: [C:1]1([NH:7][C:8]([N:17]2[CH2:22][CH2:21][CH:20]([N:23]3[N:32]=[C:31]([C:33]4[CH:38]=[CH:37][C:36]([O:39][CH2:40][CH3:41])=[C:35]([O:42][CH2:43][CH3:44])[CH:34]=4)[C@@H:30]4[C@@H:25]([CH2:26][CH:27]=[CH:28][CH2:29]4)[C:24]3=[O:45])[CH2:19][CH2:18]2)=[O:9])[CH:6]=[CH:5][CH:4]=[CH:3][CH:2]=1. (3) Given the reactants [NH2:1][C:2]1[N:7]=[C:6]([N:8]2[C:16]3[C:11](=[CH:12][CH:13]=[C:14]([C:17]#[C:18][C:19]([OH:24])([CH3:23])[C:20](O)=[O:21])[CH:15]=3)[C:10]([CH3:25])=[N:9]2)[CH:5]=[CH:4][N:3]=1.F[P-](F)(F)(F)(F)F.N1(OC(N(C)C)=[N+](C)C)C2N=CC=CC=2N=N1.Cl.[NH:51]1[CH2:54][CH:53]([OH:55])[CH2:52]1.C(N(CC)CC)C, predict the reaction product. The product is: [NH2:1][C:2]1[N:7]=[C:6]([N:8]2[C:16]3[C:11](=[CH:12][CH:13]=[C:14]([C:17]#[C:18][C:19]([OH:24])([CH3:23])[C:20]([N:51]4[CH2:54][CH:53]([OH:55])[CH2:52]4)=[O:21])[CH:15]=3)[C:10]([CH3:25])=[N:9]2)[CH:5]=[CH:4][N:3]=1. (4) The product is: [C:2]([C@@:4]1([CH:26]2[CH2:28][CH2:27]2)[CH2:8][CH2:7][N:6]([C:9]2[CH:14]=[CH:13][N:12]=[C:11]([NH:15][C:16]3[CH:24]=[CH:23][C:19]([C:20]([NH:31][CH3:29])=[O:21])=[CH:18][N:17]=3)[CH:10]=2)[C:5]1=[O:25])#[N:3]. Given the reactants Cl.[C:2]([C@@:4]1([CH:26]2[CH2:28][CH2:27]2)[CH2:8][CH2:7][N:6]([C:9]2[CH:14]=[CH:13][N:12]=[C:11]([NH:15][C:16]3[CH:24]=[CH:23][C:19]([C:20](O)=[O:21])=[CH:18][N:17]=3)[CH:10]=2)[C:5]1=[O:25])#[N:3].[CH2:29]([N:31]=C=NCCCN(C)C)C.ON1C2C=CC=CC=2N=N1.Cl.CN.C(=O)(O)[O-].[Na+], predict the reaction product. (5) Given the reactants [Cl:1][C:2]1[CH:9]=[CH:8][C:5]([CH:6]=[O:7])=[C:4](F)[CH:3]=1.Cl.[N:12]1([C:17]([CH:19]2[CH2:24][CH2:23][NH:22][CH2:21][CH2:20]2)=[O:18])[CH2:16][CH2:15][CH2:14][CH2:13]1.C(=O)([O-])[O-].[K+].[K+].CS(C)=O, predict the reaction product. The product is: [Cl:1][C:2]1[CH:9]=[CH:8][C:5]([CH:6]=[O:7])=[C:4]([N:22]2[CH2:21][CH2:20][CH:19]([C:17]([N:12]3[CH2:16][CH2:15][CH2:14][CH2:13]3)=[O:18])[CH2:24][CH2:23]2)[CH:3]=1. (6) Given the reactants C(=O)([O-])[O-].[K+].[K+].[NH:7]1[CH:11]=[CH:10][CH:9]=[N:8]1.F[C:13]1[CH:20]=[CH:19][C:16]([C:17]#[N:18])=[CH:15][CH:14]=1, predict the reaction product. The product is: [N:7]1([C:13]2[CH:20]=[CH:19][C:16]([C:17]#[N:18])=[CH:15][CH:14]=2)[CH:11]=[CH:10][CH:9]=[N:8]1. (7) Given the reactants Cl[C:2]1[CH:11]=[CH:10][CH:9]=[C:8]2[C:3]=1[CH2:4][CH2:5][C:6](=[O:12])[NH:7]2.[CH:13]1(B(O)O)[CH2:15][CH2:14]1.P([O-])([O-])([O-])=O.[K+].[K+].[K+].COC1C=CC=C(OC)C=1C1C=CC=CC=1P(C1CCCCC1)C1CCCCC1, predict the reaction product. The product is: [CH:13]1([C:2]2[CH:11]=[CH:10][CH:9]=[C:8]3[C:3]=2[CH2:4][CH2:5][C:6](=[O:12])[NH:7]3)[CH2:15][CH2:14]1. (8) Given the reactants [C:1]([C:3]1[CH:8]=[CH:7][C:6]([NH:9][C:10](=[O:14])[C:11]([CH3:13])=[CH2:12])=[CH:5][C:4]=1[C:15]([F:18])([F:17])[F:16])#[N:2].N1C=CC=CC=1.[F:25][C:26]([F:37])([F:36])[C:27](O[C:27](=[O:28])[C:26]([F:37])([F:36])[F:25])=[O:28], predict the reaction product. The product is: [C:1]([C:3]1[CH:8]=[CH:7][C:6]([N:9]([C:10](=[O:14])[C:11]([CH3:13])=[CH2:12])[C:27](=[O:28])[C:26]([F:37])([F:36])[F:25])=[CH:5][C:4]=1[C:15]([F:17])([F:16])[F:18])#[N:2].